This data is from Reaction yield outcomes from USPTO patents with 853,638 reactions. The task is: Predict the reaction yield, written as a fraction of the theoretical maximum amount of product (1.0 means a 100% yield; for example, 0.34 means a 34% yield). (1) The reactants are [CH3:1][O:2][N:3]([CH3:15])[C:4]([C:6]1[C:14]2[C:9](=[CH:10][CH:11]=[CH:12][CH:13]=2)[NH:8][N:7]=1)=[O:5].FC(F)(F)C(OC1C(OC(=O)C(F)(F)F)=C([I:27])C=CC=1)=O.II. The catalyst is C(Cl)Cl.S([O-])([O-])(=O)=S.[Na+].[Na+]. The product is [I:27][C:12]1[CH:13]=[C:14]2[C:9](=[CH:10][CH:11]=1)[NH:8][N:7]=[C:6]2[C:4]([N:3]([O:2][CH3:1])[CH3:15])=[O:5]. The yield is 0.741. (2) The reactants are [C:1]([NH:5][S:6]([CH2:9][CH2:10][CH2:11]Cl)(=[O:8])=[O:7])([CH3:4])([CH3:3])[CH3:2].[Li][CH2:14]CCC.CI. The catalyst is C1COCC1. The product is [C:1]([NH:5][S:6]([C:9]1([CH3:14])[CH2:11][CH2:10]1)(=[O:8])=[O:7])([CH3:4])([CH3:3])[CH3:2]. The yield is 0.810. (3) The product is [Cl:1][C:2]1[CH:11]=[C:10]([C:12](=[O:14])[CH3:13])[C:9]([N:15]2[CH2:16][CH2:17][N:18]([C:24](=[O:25])[CH2:23][O:22][CH3:21])[CH2:19][CH2:20]2)=[C:8]2[C:3]=1[CH:4]=[CH:5][CH:6]=[N:7]2. The yield is 0.610. The reactants are [Cl:1][C:2]1[CH:11]=[C:10]([C:12](=[O:14])[CH3:13])[C:9]([N:15]2[CH2:20][CH2:19][NH:18][CH2:17][CH2:16]2)=[C:8]2[C:3]=1[CH:4]=[CH:5][CH:6]=[N:7]2.[CH3:21][O:22][CH2:23][C:24](Cl)=[O:25].C(N(CC)CC)C. The catalyst is C(Cl)Cl. (4) The reactants are [C:1]([O:5][C:6]([NH:8][CH2:9][CH2:10][CH2:11][N:12]1[CH2:17][CH2:16][CH:15]([N:18]2[CH:31]=[C:30]3[C:21]([NH:22][C:23]4[C:28]([O:29]3)=[CH:27][CH:26]=[C:25]([C:32](O)=[O:33])[CH:24]=4)=[N:20][C:19]2=[O:35])[CH2:14][CH2:13]1)=[O:7])([CH3:4])([CH3:3])[CH3:2].[C:36]([O:40][C:41]([N:43]1[CH2:48][CH2:47][N:46]([CH2:49][CH2:50][CH2:51][NH2:52])[CH2:45][CH2:44]1)=[O:42])([CH3:39])([CH3:38])[CH3:37].CN(C(ON1N=NC2C=CC=NC1=2)=[N+](C)C)C.F[P-](F)(F)(F)(F)F.CCN(C(C)C)C(C)C. The catalyst is CN(C=O)C. The product is [C:36]([O:40][C:41]([N:43]1[CH2:44][CH2:45][N:46]([CH2:49][CH2:50][CH2:51][NH:52][C:32]([C:25]2[CH:24]=[C:23]3[C:28]([O:29][C:30]4[C:21]([NH:22]3)=[N:20][C:19](=[O:35])[N:18]([CH:15]3[CH2:14][CH2:13][N:12]([CH2:11][CH2:10][CH2:9][NH:8][C:6]([O:5][C:1]([CH3:4])([CH3:3])[CH3:2])=[O:7])[CH2:17][CH2:16]3)[CH:31]=4)=[CH:27][CH:26]=2)=[O:33])[CH2:47][CH2:48]1)=[O:42])([CH3:39])([CH3:38])[CH3:37]. The yield is 0.480. (5) The catalyst is CO. The product is [F:34][C:30]1[CH:29]=[C:28]([N:15]([CH2:14][CH:9]([OH:8])[C:10]([F:11])([F:12])[F:13])[C:16](=[O:27])[C:17]2[CH:22]=[CH:21][CH:20]=[C:19]([C:23]([F:26])([F:25])[F:24])[CH:18]=2)[CH:33]=[CH:32][CH:31]=1. The yield is 0.610. The reactants are FC(F)(F)C1C=C(C=CC=1)C([O:8][CH:9]([CH2:14][N:15]([C:28]1[CH:33]=[CH:32][CH:31]=[C:30]([F:34])[CH:29]=1)[C:16](=[O:27])[C:17]1[CH:22]=[CH:21][CH:20]=[C:19]([C:23]([F:26])([F:25])[F:24])[CH:18]=1)[C:10]([F:13])([F:12])[F:11])=O.N. (6) No catalyst specified. The reactants are [CH2:1]([C:3]1[C:8](=[O:9])[NH:7][C:6]([CH3:10])=[C:5]([C:11]2[S:15][C:14]([S:16](Cl)(=[O:18])=[O:17])=[CH:13][CH:12]=2)[CH:4]=1)[CH3:2].[CH3:20][NH:21][CH3:22]. The yield is 0.610. The product is [CH3:20][N:21]([CH3:22])[S:16]([C:14]1[S:15][C:11]([C:5]2[CH:4]=[C:3]([CH2:1][CH3:2])[C:8](=[O:9])[NH:7][C:6]=2[CH3:10])=[CH:12][CH:13]=1)(=[O:18])=[O:17]. (7) The reactants are [OH:1][C:2]1([CH2:9][N:10]2[CH2:15][CH2:14][C:13]3[NH:16][C:17]([CH:20]=O)=[C:18]([CH3:19])[C:12]=3[C:11]2=[O:22])[CH2:7][CH2:6][N:5]([CH3:8])[CH2:4][CH2:3]1.[Cl:23][C:24]1[CH:25]=[C:26]2[C:30](=[CH:31][CH:32]=1)[NH:29][C:28](=[O:33])[CH2:27]2. No catalyst specified. The product is [Cl:23][C:24]1[CH:25]=[C:26]2[C:30](=[CH:31][CH:32]=1)[NH:29][C:28](=[O:33])[C:27]2=[CH:20][C:17]1[NH:16][C:13]2[CH2:14][CH2:15][N:10]([CH2:9][C:2]3([OH:1])[CH2:7][CH2:6][N:5]([CH3:8])[CH2:4][CH2:3]3)[C:11](=[O:22])[C:12]=2[C:18]=1[CH3:19]. The yield is 0.591. (8) The reactants are [CH2:1]1[C:6]2([CH2:11][CH2:10][NH:9][CH2:8][CH2:7]2)[CH2:5][CH2:4][N:3]([C:12]([C:14]2[CH:19]=[CH:18][CH:17]=[CH:16][C:15]=2[CH2:20][C:21]([NH2:23])=[O:22])=[O:13])[CH2:2]1.[CH3:24][C:25]1([CH3:37])[CH:34]=[CH:33][C:32]2[C:27](=[C:28]([CH:35]=O)[CH:29]=[CH:30][CH:31]=2)[O:26]1.C(O[BH-](OC(=O)C)OC(=O)C)(=O)C.[Na+]. The yield is 0.370. The product is [CH3:24][C:25]1([CH3:37])[CH:34]=[CH:33][C:32]2[C:27](=[C:28]([CH2:35][N:9]3[CH2:8][CH2:7][C:6]4([CH2:1][CH2:2][N:3]([C:12]([C:14]5[CH:19]=[CH:18][CH:17]=[CH:16][C:15]=5[CH2:20][C:21]([NH2:23])=[O:22])=[O:13])[CH2:4][CH2:5]4)[CH2:11][CH2:10]3)[CH:29]=[CH:30][CH:31]=2)[O:26]1. The catalyst is CC#N.ClCCl. (9) The reactants are [NH2:1][C:2]1[C:10]([F:11])=[CH:9][C:8]([C:12]2[CH:13]=[C:14]3[C:20]([C:21]4[CH:26]=[CH:25][CH:24]=[CH:23][C:22]=4[O:27][CH3:28])=[N:19][NH:18][C:15]3=[N:16][CH:17]=2)=[CH:7][C:3]=1[C:4]([OH:6])=O.F[P-](F)(F)(F)(F)F.N1(O[P+](N2CCCC2)(N2CCCC2)N2CCCC2)C2C=CC=CC=2N=N1.[CH3:62][N:63]([CH3:69])[CH:64]1[CH2:68][CH2:67][NH:66][CH2:65]1. The catalyst is CN(C=O)C.C(#N)C. The product is [NH2:1][C:2]1[C:10]([F:11])=[CH:9][C:8]([C:12]2[CH:13]=[C:14]3[C:20]([C:21]4[CH:26]=[CH:25][CH:24]=[CH:23][C:22]=4[O:27][CH3:28])=[N:19][NH:18][C:15]3=[N:16][CH:17]=2)=[CH:7][C:3]=1[C:4]([N:66]1[CH2:67][CH2:68][CH:64]([N:63]([CH3:69])[CH3:62])[CH2:65]1)=[O:6]. The yield is 0.100.